From a dataset of Full USPTO retrosynthesis dataset with 1.9M reactions from patents (1976-2016). Predict the reactants needed to synthesize the given product. Given the product [O:35]1[CH2:36][CH2:37][N:1]([C@H:2]2[CH2:3][CH2:4][C@H:5]([CH2:8][NH:9][C:10]3[CH:15]=[CH:14][C:13]([S:16]([NH2:19])(=[O:18])=[O:17])=[CH:12][C:11]=3[N+:20]([O-:22])=[O:21])[CH2:6][CH2:7]2)[CH2:33][CH2:34]1, predict the reactants needed to synthesize it. The reactants are: [NH2:1][C@H:2]1[CH2:7][CH2:6][C@H:5]([CH2:8][NH:9][C:10]2[CH:15]=[CH:14][C:13]([S:16]([NH2:19])(=[O:18])=[O:17])=[CH:12][C:11]=2[N+:20]([O-:22])=[O:21])[CH2:4][CH2:3]1.C(N(C(C)C)CC)(C)C.Br[CH2:33][CH2:34][O:35][CH2:36][CH2:37]Br.